Dataset: Full USPTO retrosynthesis dataset with 1.9M reactions from patents (1976-2016). Task: Predict the reactants needed to synthesize the given product. (1) Given the product [ClH:1].[ClH:1].[NH2:28][C@H:29]1[CH2:34][CH2:33][C@H:32]([NH:35][C:2]2[N:10]=[C:9]3[C:5]([N:6]=[CH:7][N:8]3[CH:11]([CH2:14][CH3:15])[CH2:12][CH3:13])=[C:4]([NH:16][C:17]3[CH:18]=[CH:19][C:20]([O:23][C:24]([F:26])([F:27])[F:25])=[CH:21][CH:22]=3)[N:3]=2)[CH2:31][CH2:30]1, predict the reactants needed to synthesize it. The reactants are: [Cl:1][C:2]1[N:10]=[C:9]2[C:5]([N:6]=[CH:7][N:8]2[CH:11]([CH2:14][CH3:15])[CH2:12][CH3:13])=[C:4]([NH:16][C:17]2[CH:22]=[CH:21][C:20]([O:23][C:24]([F:27])([F:26])[F:25])=[CH:19][CH:18]=2)[N:3]=1.[NH2:28][C@H:29]1[CH2:34][CH2:33][C@H:32]([NH2:35])[CH2:31][CH2:30]1. (2) The reactants are: O=[C:2]([C:6]1[CH:7]=[N:8][CH:9]=[CH:10][CH:11]=1)[CH2:3][C:4]#[N:5].[N+:12]([C:15]1[CH:20]=[CH:19][C:18]([NH:21][NH2:22])=[CH:17][CH:16]=1)([O-:14])=[O:13].Cl. Given the product [N+:12]([C:15]1[CH:16]=[CH:17][C:18]([N:21]2[C:4]([NH2:5])=[CH:3][C:2]([C:6]3[CH:7]=[N:8][CH:9]=[CH:10][CH:11]=3)=[N:22]2)=[CH:19][CH:20]=1)([O-:14])=[O:13], predict the reactants needed to synthesize it. (3) Given the product [CH:1]([C:3]1[CH:4]=[C:5]([CH:15]=[CH:16][CH:17]=1)[O:6][C:7]([CH3:14])([CH3:13])[C:8]([OH:10])=[O:9])=[O:2], predict the reactants needed to synthesize it. The reactants are: [CH:1]([C:3]1[CH:4]=[C:5]([CH:15]=[CH:16][CH:17]=1)[O:6][C:7]([CH3:14])([CH3:13])[C:8]([O:10]CC)=[O:9])=[O:2].[OH-].[Na+]. (4) Given the product [C:1]([C:4]1[O:5][C:6]2[CH:13]=[CH:12][C:11]([OH:14])=[C:10]([Br:18])[C:7]=2[C:8]=1[NH2:9])(=[O:3])[CH3:2], predict the reactants needed to synthesize it. The reactants are: [C:1]([C:4]1[O:5][C:6]2[CH:13]=[CH:12][C:11]([O:14]C(C)=O)=[C:10]([Br:18])[C:7]=2[C:8]=1[NH2:9])(=[O:3])[CH3:2].C([O-])([O-])=O.[K+].[K+].Cl. (5) Given the product [C:1]([O:5][C:6]([N:8]1[C:16]2[C:11](=[CH:12][C:13]([C:24]3[CH:25]=[CH:26][C:19]([F:18])=[C:20]([CH:21]=[O:22])[CH:23]=3)=[CH:14][CH:15]=2)[CH:10]=[N:9]1)=[O:7])([CH3:4])([CH3:3])[CH3:2], predict the reactants needed to synthesize it. The reactants are: [C:1]([O:5][C:6]([N:8]1[C:16]2[C:11](=[CH:12][C:13](Br)=[CH:14][CH:15]=2)[CH:10]=[N:9]1)=[O:7])([CH3:4])([CH3:3])[CH3:2].[F:18][C:19]1[CH:26]=[C:25](C2OC(C)(C)C(C)(C)O2)[CH:24]=[CH:23][C:20]=1[CH:21]=[O:22].C(Cl)Cl.C(=O)([O-])[O-].[Cs+].[Cs+].O. (6) Given the product [F:36][C:37]1[CH:44]=[CH:43][CH:42]=[CH:41][C:38]=1/[CH:39]=[CH:40]/[C:8]1[CH:7]=[CH:6][C:5]([NH:11][C:12](=[O:15])[CH2:13][CH3:14])=[C:4]([CH:9]=1)[C:3]([OH:2])=[O:16], predict the reactants needed to synthesize it. The reactants are: C[O:2][C:3](=[O:16])[C:4]1[CH:9]=[C:8](Br)[CH:7]=[CH:6][C:5]=1[NH:11][C:12](=[O:15])[CH2:13][CH3:14].C(=O)([O-])[O-].[K+].[K+].C(N(CCCC)CCCC)CCC.[F:36][C:37]1[CH:44]=[CH:43][CH:42]=[CH:41][C:38]=1[CH:39]=[CH2:40].[OH-].[Na+]. (7) Given the product [CH3:1][N:2]1[CH2:7][CH2:6][C:5]2[S:8][C:9]([C:22]([O-:24])=[O:23])=[N:10][C:4]=2[CH2:3]1.[Li+:21], predict the reactants needed to synthesize it. The reactants are: [CH3:1][N:2]1[CH2:7][CH2:6][C:5]2[S:8][CH:9]=[N:10][C:4]=2[CH2:3]1.CCCCCC.C([Li:21])CCC.[C:22](=[O:24])=[O:23]. (8) Given the product [CH2:37]([NH:44][C:45]([C:46]1[N:47]=[C:28]([C:29]2[CH:34]=[CH:33][C:32]([F:35])=[CH:31][CH:30]=2)[N:20]([CH2:19][CH2:18][C@@H:12]2[CH2:11][C@H:10]([CH2:9][C:7]([O:6][C:2]([CH3:5])([CH3:4])[CH3:3])=[O:8])[O:15][C:14]([CH3:17])([CH3:16])[O:13]2)[C:21]=1[CH:25]([CH3:26])[CH3:27])=[O:69])[C:38]1[CH:43]=[CH:42][CH:41]=[CH:40][CH:39]=1, predict the reactants needed to synthesize it. The reactants are: [Na].[C:2]([O:6][C:7]([CH2:9][C@@H:10]1[O:15][C:14]([CH3:17])([CH3:16])[O:13][C@H:12]([CH2:18][CH2:19][N:20]([C:28](=O)[C:29]2[CH:34]=[CH:33][C:32]([F:35])=[CH:31][CH:30]=2)[CH:21]([CH:25]([CH3:27])[CH3:26])C(O)=O)[CH2:11]1)=[O:8])([CH3:5])([CH3:4])[CH3:3].[CH2:37]([NH:44][C:45](=[O:69])[CH:46](NS(C1C=CC(C)=CC=1)(=O)=O)[NH:47]S(C1C=CC(C)=CC=1)(=O)=O)[C:38]1[CH:43]=[CH:42][CH:41]=[CH:40][CH:39]=1.CCN=C=NCCCN(C)C.Cl. (9) Given the product [Cl:33][CH2:32][CH2:31][CH2:30][O:1][C:2]1[CH:3]=[CH:4][C:5]([CH2:8][CH2:9][N:10]2[CH2:11][CH2:12][N:13]([C:16]([O:18][C:19]([CH3:22])([CH3:21])[CH3:20])=[O:17])[CH2:14][CH2:15]2)=[CH:6][CH:7]=1, predict the reactants needed to synthesize it. The reactants are: [OH:1][C:2]1[CH:7]=[CH:6][C:5]([CH2:8][CH2:9][N:10]2[CH2:15][CH2:14][N:13]([C:16]([O:18][C:19]([CH3:22])([CH3:21])[CH3:20])=[O:17])[CH2:12][CH2:11]2)=[CH:4][CH:3]=1.C(=O)([O-])[O-].[K+].[K+].Br[CH2:30][CH2:31][CH2:32][Cl:33]. (10) Given the product [C:11]([C:10]1[C:6]([C:4]([OH:5])=[O:3])=[CH:7][NH:8][CH:9]=1)#[N:12], predict the reactants needed to synthesize it. The reactants are: C([O:3][C:4]([C:6]1[C:10]([C:11]#[N:12])=[CH:9][NH:8][CH:7]=1)=[O:5])C.[OH-].[Na+].Cl.